The task is: Predict the product of the given reaction.. This data is from Forward reaction prediction with 1.9M reactions from USPTO patents (1976-2016). The product is: [CH2:3]([O:5][C:6]([C:8]1([CH2:13][O:14][CH3:16])[CH2:12][CH2:11][CH2:10][CH2:9]1)=[O:7])[CH3:4]. Given the reactants [H-].[Na+].[CH2:3]([O:5][C:6]([C:8]1([CH2:13][OH:14])[CH2:12][CH2:11][CH2:10][CH2:9]1)=[O:7])[CH3:4].I[CH3:16], predict the reaction product.